This data is from Full USPTO retrosynthesis dataset with 1.9M reactions from patents (1976-2016). The task is: Predict the reactants needed to synthesize the given product. (1) Given the product [I-:1].[C:4]([N:11]1[CH2:17][CH2:16][CH2:15][N:14]([C:18]2[CH:19]=[C:20]([CH2:33][CH3:34])[C:21]3[C:30]([CH:31]=2)=[S+:29][C:28]2[C:23](=[C:24]([CH3:32])[CH:25]=[C:26]([N:53]4[CH2:54][CH2:59][CH2:58][CH2:57]4)[CH:27]=2)[N:22]=3)[CH2:13][CH2:12]1)([O:6][C:7]([CH3:10])([CH3:9])[CH3:8])=[O:5], predict the reactants needed to synthesize it. The reactants are: [I-:1].[I-].[I-].[C:4]([N:11]1[CH2:17][CH2:16][CH2:15][N:14]([C:18]2[CH:19]=[C:20]([CH2:33][CH3:34])[C:21]3[C:30]([CH:31]=2)=[S+:29][C:28]2[C:23](=[C:24]([CH3:32])[CH:25]=[CH:26][CH:27]=2)[N:22]=3)[CH2:13][CH2:12]1)([O:6][C:7]([CH3:10])([CH3:9])[CH3:8])=[O:5].C(N1CCCN(C2C=C(CC)C3C(C=2)=[S+][C:59]2[C:54](=C(C)C=[CH:57][CH:58]=2)[N:53]=3)CC1)(OC(C)(C)C)=O.C(N1CCCN(C2C=C(CC)C3C(C=2)=[S+]C2C(=C(C)C=CC=2)N=3)CC1)(OC(C)(C)C)=O.N1CCCC1. (2) Given the product [CH:24]1([CH:30]=[CH:31][C:32]([NH:14][C:11]2[CH:12]=[CH:13][C:8]([C:7]3[C:2]([F:1])=[CH:3][CH:4]=[CH:5][C:6]=3[C:18]([F:19])([F:20])[F:21])=[CH:9][C:10]=2[N+:15]([O-:17])=[O:16])=[O:33])[CH2:29][CH2:28][CH2:27][CH2:26][CH2:25]1, predict the reactants needed to synthesize it. The reactants are: [F:1][C:2]1[C:7]([C:8]2[CH:13]=[CH:12][C:11]([NH2:14])=[C:10]([N+:15]([O-:17])=[O:16])[CH:9]=2)=[C:6]([C:18]([F:21])([F:20])[F:19])[CH:5]=[CH:4][CH:3]=1.[H-].[Na+].[CH:24]1([CH:30]=[CH:31][C:32](Cl)=[O:33])[CH2:29][CH2:28][CH2:27][CH2:26][CH2:25]1.[Cl-].[NH4+]. (3) Given the product [CH2:1]([O:3][C:4](=[O:34])[CH2:5][N:6]([C@H:14]([CH2:25][C:26]1[CH:27]=[CH:28][C:29]([O:32][CH3:33])=[CH:30][CH:31]=1)[C:15]([N:17]1[CH2:21][CH2:20][CH2:19][C@H:18]1[C:22](=[O:23])[NH:35][CH2:36][C:37]1[CH:38]=[C:39]2[C:44](=[CH:45][CH:46]=1)[C:43]([NH2:47])=[N:42][CH:41]=[CH:40]2)=[O:16])[C:7]([O:9][C:10]([CH3:12])([CH3:13])[CH3:11])=[O:8])[CH3:2], predict the reactants needed to synthesize it. The reactants are: [CH2:1]([O:3][C:4](=[O:34])[CH2:5][N:6]([C@H:14]([CH2:25][C:26]1[CH:31]=[CH:30][C:29]([O:32][CH3:33])=[CH:28][CH:27]=1)[C:15]([N:17]1[CH2:21][CH2:20][CH2:19][C@H:18]1[C:22](O)=[O:23])=[O:16])[C:7]([O:9][C:10]([CH3:13])([CH3:12])[CH3:11])=[O:8])[CH3:2].[NH2:35][CH2:36][C:37]1[CH:38]=[C:39]2[C:44](=[CH:45][CH:46]=1)[C:43]([NH2:47])=[N:42][CH:41]=[CH:40]2.CN1CCOCC1.F[B-](F)(F)F.N1(OC(N(C)C)=[N+](C)C)C2C=CC=CC=2N=N1. (4) Given the product [F:1][C:2]1[CH:3]=[C:4]2[C:9](=[CH:10][C:11]=1[F:12])[N:8]=[C:7]([O:13][CH3:14])[C:6]([NH:15][C:16]([N:31]1[CH2:30][CH2:29][N:28]([C:24]3[CH:25]=[CH:26][CH:27]=[C:22]([Br:21])[CH:23]=3)[CH2:33][CH2:32]1)=[O:20])=[N:5]2, predict the reactants needed to synthesize it. The reactants are: [F:1][C:2]1[CH:3]=[C:4]2[C:9](=[CH:10][C:11]=1[F:12])[N:8]=[C:7]([O:13][CH3:14])[C:6]([NH:15][C:16](=[O:20])OCC)=[N:5]2.[Br:21][C:22]1[CH:23]=[C:24]([N:28]2[CH2:33][CH2:32][NH:31][CH2:30][CH2:29]2)[CH:25]=[CH:26][CH:27]=1. (5) Given the product [Cl:19][C:20]1[CH:25]=[C:24]([C:2]2[N:6]3[CH:7]=[C:8]([NH:11][CH:12]4[CH2:17][CH2:16][CH2:15][CH:14]([OH:18])[CH2:13]4)[CH:9]=[CH:10][C:5]3=[N:4][CH:3]=2)[CH:23]=[C:22]([F:35])[N:21]=1, predict the reactants needed to synthesize it. The reactants are: Br[C:2]1[N:6]2[CH:7]=[C:8]([NH:11][CH:12]3[CH2:17][CH2:16][CH2:15][CH:14]([OH:18])[CH2:13]3)[CH:9]=[CH:10][C:5]2=[N:4][CH:3]=1.[Cl:19][C:20]1[CH:25]=[C:24](B2OC(C)(C)C(C)(C)O2)[CH:23]=[C:22]([F:35])[N:21]=1.C([O-])([O-])=O.[Na+].[Na+]. (6) Given the product [Cl:12][C:9]1[CH:10]=[CH:11][C:6]2[S:5][CH:4]=[C:3]([CH2:2][N:23]3[CH2:22][CH2:21][N:20]([C:15]4[CH:16]=[CH:17][CH:18]=[CH:19][C:14]=4[F:13])[CH2:25][CH2:24]3)[C:7]=2[CH:8]=1, predict the reactants needed to synthesize it. The reactants are: Br[CH2:2][C:3]1[C:7]2[CH:8]=[C:9]([Cl:12])[CH:10]=[CH:11][C:6]=2[S:5][CH:4]=1.[F:13][C:14]1[CH:19]=[CH:18][CH:17]=[CH:16][C:15]=1[N:20]1[CH2:25][CH2:24][NH:23][CH2:22][CH2:21]1.